From a dataset of Full USPTO retrosynthesis dataset with 1.9M reactions from patents (1976-2016). Predict the reactants needed to synthesize the given product. (1) Given the product [CH2:1]([C@@:3]1([C:28]([N:33]2[CH2:34][CH2:35][O:36][CH2:37][C@H:32]2[CH3:31])=[O:29])[CH2:8][CH2:7][C:6]2[C:9]3[C:14]([NH:15][C:16]4[CH:17]=[C:18]5[C:22](=[CH:23][C:24]=4[O:25][CH3:26])[NH:21][N:20]=[CH:19]5)=[N:13][CH:12]=[N:11][C:10]=3[S:27][C:5]=2[CH2:4]1)[CH3:2], predict the reactants needed to synthesize it. The reactants are: [CH2:1]([C@@:3]1([C:28](Cl)=[O:29])[CH2:8][CH2:7][C:6]2[C:9]3[C:14]([NH:15][C:16]4[CH:17]=[C:18]5[C:22](=[CH:23][C:24]=4[O:25][CH3:26])[NH:21][N:20]=[CH:19]5)=[N:13][CH:12]=[N:11][C:10]=3[S:27][C:5]=2[CH2:4]1)[CH3:2].[CH3:31][C@@H:32]1[CH2:37][O:36][CH2:35][CH2:34][NH:33]1. (2) Given the product [I:2][C:3]1[CH:15]=[CH:14][C:6]([O:7][CH:8]2[CH2:9][CH2:10][N:11]([CH:32]3[CH2:33][O:30][CH2:31]3)[CH2:12][CH2:13]2)=[CH:5][CH:4]=1, predict the reactants needed to synthesize it. The reactants are: Cl.[I:2][C:3]1[CH:15]=[CH:14][C:6]([O:7][CH:8]2[CH2:13][CH2:12][NH:11][CH2:10][CH2:9]2)=[CH:5][CH:4]=1.[BH-](OC(C)=O)(OC(C)=O)OC(C)=O.[Na+].[O:30]1[CH2:33][C:32](=O)[CH2:31]1.